From a dataset of Full USPTO retrosynthesis dataset with 1.9M reactions from patents (1976-2016). Predict the reactants needed to synthesize the given product. (1) The reactants are: [C:1]([C:3]1[CH:8]=[CH:7][C:6]([CH:9]([OH:12])[CH2:10][OH:11])=[CH:5][CH:4]=1)#[CH:2].I[C:14]1[CH:39]=[CH:38][C:17]([C:18]([N:20]([CH3:37])[C@:21]([CH3:36])([C:26]([NH:28][O:29][CH:30]2[CH2:35][CH2:34][CH2:33][CH2:32][O:31]2)=[O:27])[C:22]([NH:24][CH3:25])=[O:23])=[O:19])=[CH:16][CH:15]=1.[Cl-].[NH4+].Cl. Given the product [OH:12][CH:9]([C:6]1[CH:7]=[CH:8][C:3]([C:1]#[C:2][C:14]2[CH:39]=[CH:38][C:17]([C:18]([N:20]([CH3:37])[C@:21]([CH3:36])([C:26]([NH:28][O:29][CH:30]3[CH2:35][CH2:34][CH2:33][CH2:32][O:31]3)=[O:27])[C:22]([NH:24][CH3:25])=[O:23])=[O:19])=[CH:16][CH:15]=2)=[CH:4][CH:5]=1)[CH2:10][OH:11], predict the reactants needed to synthesize it. (2) Given the product [Cl:2][CH2:3][CH2:4][NH:5][C:12](=[O:14])[O:15][C:8]1[CH:7]=[CH:6][CH:11]=[CH:10][CH:9]=1, predict the reactants needed to synthesize it. The reactants are: Cl.[Cl:2][CH2:3][CH2:4][NH2:5].[CH3:6][CH2:7][CH2:8][CH2:9][CH2:10][CH3:11].[C:12]([O:15]CC)(=[O:14])C. (3) Given the product [O:7]([C:8]1[CH:13]=[CH:12][CH:11]=[CH:10][C:9]=1[CH2:14][C:15]1[CH:20]=[CH:19][C:18]([C:21]([OH:23])=[O:22])=[CH:17][CH:16]=1)[C@@H:6]1[O:25][C@H:26]([CH2:37][OH:38])[C@@H:27]([OH:33])[C@H:28]([OH:29])[C@H:5]1[OH:4], predict the reactants needed to synthesize it. The reactants are: C([O:4][C@@H:5]1[C@@H:28]([O:29]C(=O)C)[C@H:27]([O:33]C(=O)C)[C@@H:26]([CH2:37][O:38]C(=O)C)[O:25][C@H:6]1[O:7][C:8]1[CH:13]=[CH:12][CH:11]=[CH:10][C:9]=1[CH2:14][C:15]1[CH:20]=[CH:19][C:18]([C:21]([O:23]C)=[O:22])=[CH:17][CH:16]=1)(=O)C.[OH-].[Na+]. (4) Given the product [ClH:1].[Cl:1][C:2]1[CH:3]=[C:4]([NH:10][C@H:11]([CH2:20][NH:21][CH2:22][CH3:23])[CH2:12][C:13]([O:15][CH3:16])=[O:14])[CH:5]=[CH:6][C:7]=1[C:8]#[N:9], predict the reactants needed to synthesize it. The reactants are: [Cl:1][C:2]1[CH:3]=[C:4]([NH:10][C@H:11]([CH2:20][NH:21][CH2:22][CH3:23])[CH2:12][C:13]([O:15][C:16](C)(C)C)=[O:14])[CH:5]=[CH:6][C:7]=1[C:8]#[N:9]. (5) Given the product [NH:10]1[C:18]2[C:13](=[CH:14][C:15]([NH:19][C:20]3[C:21]4[S:28][C:27]([C:29]5[CH:36]=[CH:35][C:32]([CH2:33][N:1]6[CH2:6][CH2:5][CH:4]([C:7]([NH2:9])=[O:8])[CH2:3][CH2:2]6)=[CH:31][CH:30]=5)=[CH:26][C:22]=4[N:23]=[CH:24][N:25]=3)=[CH:16][CH:17]=2)[CH:12]=[CH:11]1, predict the reactants needed to synthesize it. The reactants are: [NH:1]1[CH2:6][CH2:5][CH:4]([C:7]([NH2:9])=[O:8])[CH2:3][CH2:2]1.[NH:10]1[C:18]2[C:13](=[CH:14][C:15]([NH:19][C:20]3[C:21]4[S:28][C:27]([C:29]5[CH:36]=[CH:35][C:32]([CH:33]=O)=[CH:31][CH:30]=5)=[CH:26][C:22]=4[N:23]=[CH:24][N:25]=3)=[CH:16][CH:17]=2)[CH:12]=[CH:11]1. (6) Given the product [CH3:6][O:7][C:8]1[CH:13]=[C:17]([CH3:18])[C:16]2[C:10]([CH:9]=1)=[CH:11][CH:19]=[CH:20][CH:15]=2, predict the reactants needed to synthesize it. The reactants are: CC(O)(C)C.[CH3:6][O:7][C:8]([CH3:13])=[CH:9][C:10](=O)[CH3:11].Br[C:15]1[CH:20]=[CH:19][CH:18]=[CH:17][CH:16]=1.Cl. (7) Given the product [Br:1][C:2]1[CH:3]=[C:4]([NH:9][S:24]([C:18]2[CH:19]=[CH:20][C:21]([F:23])=[CH:22][C:17]=2[F:16])(=[O:26])=[O:25])[C:5]([CH3:8])=[N:6][CH:7]=1, predict the reactants needed to synthesize it. The reactants are: [Br:1][C:2]1[CH:3]=[C:4]([NH2:9])[C:5]([CH3:8])=[N:6][CH:7]=1.N1C=CC=CC=1.[F:16][C:17]1[CH:22]=[C:21]([F:23])[CH:20]=[CH:19][C:18]=1[S:24](Cl)(=[O:26])=[O:25]. (8) Given the product [NH:21]1[C@H:20]2[C@H:19]([CH2:18][CH2:17][CH2:16][C:15]3[C:25]2=[N:11][CH:12]=[CH:13][CH:14]=3)[CH2:24][CH2:23][CH2:22]1, predict the reactants needed to synthesize it. The reactants are: COC1C=CC([C@H]([N:11]2[C@H:25]3[C@H:15]([CH2:16][CH2:17][CH2:18][C:19]4[C:20]3=[N:21][CH:22]=[CH:23][CH:24]=4)[CH2:14][CH2:13][CH2:12]2)C)=CC=1.FC(F)(F)C(O)=O.